From a dataset of Full USPTO retrosynthesis dataset with 1.9M reactions from patents (1976-2016). Predict the reactants needed to synthesize the given product. (1) Given the product [C:99]([N:102]1[CH2:107][CH2:106][N:105]([C:34]([C:33]2[CH:32]=[C:31]([CH:39]=[CH:38][CH:37]=2)[C:29]([NH:28][C:17]2[CH:18]=[CH:19][C:20]([N:22]3[CH2:27][CH2:26][CH2:25][CH2:24][CH2:23]3)=[CH:21][C:16]=2[C:12]2[CH:11]=[C:10]([CH:15]=[CH:14][N:13]=2)[C:8]([NH:7][CH2:6][C:5]2[CH:40]=[CH:41][CH:42]=[C:3]([C:2]([F:1])([F:44])[F:43])[CH:4]=2)=[O:9])=[O:30])=[O:35])[CH2:104][CH2:103]1)(=[O:101])[CH3:100], predict the reactants needed to synthesize it. The reactants are: [F:1][C:2]([F:44])([F:43])[C:3]1[CH:4]=[C:5]([CH:40]=[CH:41][CH:42]=1)[CH2:6][NH:7][C:8]([C:10]1[CH:15]=[CH:14][N:13]=[C:12]([C:16]2[CH:21]=[C:20]([N:22]3[CH2:27][CH2:26][CH2:25][CH2:24][CH2:23]3)[CH:19]=[CH:18][C:17]=2[NH:28][C:29]([C:31]2[CH:32]=[C:33]([CH:37]=[CH:38][CH:39]=2)[C:34](O)=[O:35])=[O:30])[CH:11]=1)=[O:9].FC(F)(F)C1C=C(C=CC=1)CNC(C1C=CN=C(C2C=C(N3CCCCC3)C=CC=2NC(=O)C2C=CC=C(C(N(CCC(NCCOC)=O)C)=O)C=2)C=1)=O.[C:99]([N:102]1[CH2:107][CH2:106][NH:105][CH2:104][CH2:103]1)(=[O:101])[CH3:100]. (2) The reactants are: [OH:1][N:2]=[C:3](Cl)[C:4]1[CH:5]=[N:6][C:7]([O:10][CH3:11])=[CH:8][CH:9]=1.[C:13]([N:20]1[CH2:24][CH2:23][CH:22]=[CH:21]1)([O:15][C:16]([CH3:19])([CH3:18])[CH3:17])=[O:14].C(=O)(O)[O-].[Na+]. Given the product [C:16]([O:15][C:13]([N:20]1[CH2:24][C@H:23]2[C@H:22]([C:3]([C:4]3[CH:5]=[N:6][C:7]([O:10][CH3:11])=[CH:8][CH:9]=3)=[N:2][O:1]2)[CH2:21]1)=[O:14])([CH3:19])([CH3:17])[CH3:18], predict the reactants needed to synthesize it. (3) Given the product [C:23]([O:22][C:20](=[O:21])[N:2]([CH3:1])[C:3]1[CH:4]=[CH:5][C:6]([N+:9]([O-:11])=[O:10])=[CH:7][CH:8]=1)([CH3:24])([CH3:25])[CH3:26], predict the reactants needed to synthesize it. The reactants are: [CH3:1][NH:2][C:3]1[CH:8]=[CH:7][C:6]([N+:9]([O-:11])=[O:10])=[CH:5][CH:4]=1.[CH3:24][C:23]([O:22][C:20](O[C:20]([O:22][C:23]([CH3:26])([CH3:25])[CH3:24])=[O:21])=[O:21])([CH3:26])[CH3:25]. (4) Given the product [Cl:27][C:24]1[CH:3]=[CH:4][C:5]2[O:1][C@H:11]([NH:12][CH3:13])[CH2:8][O:7][C:6]=2[CH:23]=1, predict the reactants needed to synthesize it. The reactants are: [OH2:1].Cl[C:3]1[CH:24]=[CH:23][C:6]2[O:7][C@@H:8]([CH2:11][N:12]3C(=O)C4C(=CC=CC=4)[C:13]3=O)CO[C:5]=2[CH:4]=1.NN.[ClH:27]. (5) The reactants are: Br[C:2]1[CH:7]=[CH:6][C:5]([S:8]([N:11]([CH2:13][CH3:14])[CH3:12])(=[O:10])=[O:9])=[CH:4][CH:3]=1.[C:15]([C:17]1[N:21]([CH3:22])[C:20](B(O)O)=[CH:19][CH:18]=1)#[N:16].[F-].[K+].C(P(C(C)(C)C)C(C)(C)C)(C)(C)C. Given the product [C:15]([C:17]1[N:21]([CH3:22])[C:20]([C:2]2[CH:7]=[CH:6][C:5]([S:8]([N:11]([CH2:13][CH3:14])[CH3:12])(=[O:10])=[O:9])=[CH:4][CH:3]=2)=[CH:19][CH:18]=1)#[N:16], predict the reactants needed to synthesize it. (6) Given the product [F:3][C:4]1[C:5]([CH2:16][N:17]([CH3:25])[C:18](=[O:24])[O:19][C:20]([CH3:21])([CH3:22])[CH3:23])=[CH:6][N:7]([S:48]([C:43]2[CH:44]=[N:45][CH:46]=[C:38]([CH3:39])[CH:42]=2)(=[O:50])=[O:49])[C:8]=1[C:9]1[C:10]([F:15])=[N:11][CH:12]=[CH:13][CH:14]=1, predict the reactants needed to synthesize it. The reactants are: [H-].[Na+].[F:3][C:4]1[C:5]([CH2:16][N:17]([CH3:25])[C:18](=[O:24])[O:19][C:20]([CH3:23])([CH3:22])[CH3:21])=[CH:6][NH:7][C:8]=1[C:9]1[C:10]([F:15])=[N:11][CH:12]=[CH:13][CH:14]=1.C1O[CH2:39][CH2:38]OCCOCCOCCOC1.C[C:42]1C=[CH:46][N:45]=[CH:44][C:43]=1[S:48](Cl)(=[O:50])=[O:49]. (7) Given the product [CH:30]([NH:33][C:26]([C:24]1[CH:25]=[C:20]2[CH:19]=[C:18]([CH:7]([C:8]3[CH:13]=[CH:12][C:11]([S:14]([CH3:17])(=[O:15])=[O:16])=[CH:10][CH:9]=3)[CH2:6][CH:1]3[CH2:5][CH2:4][CH2:3][CH2:2]3)[NH:29][C:21]2=[N:22][CH:23]=1)=[O:28])([CH3:32])[CH3:31], predict the reactants needed to synthesize it. The reactants are: [CH:1]1([CH2:6][CH:7]([C:18]2[NH:29][C:21]3=[N:22][CH:23]=[C:24]([C:26]([OH:28])=O)[CH:25]=[C:20]3[CH:19]=2)[C:8]2[CH:13]=[CH:12][C:11]([S:14]([CH3:17])(=[O:16])=[O:15])=[CH:10][CH:9]=2)[CH2:5][CH2:4][CH2:3][CH2:2]1.[CH:30]([NH2:33])([CH3:32])[CH3:31].CN1CCOCC1.O.ON1C2C=CC=CC=2N=N1.Cl.CN(C)CCCN=C=NCC.